From a dataset of NCI-60 drug combinations with 297,098 pairs across 59 cell lines. Regression. Given two drug SMILES strings and cell line genomic features, predict the synergy score measuring deviation from expected non-interaction effect. Drug 2: COC1=C2C(=CC3=C1OC=C3)C=CC(=O)O2. Drug 1: C1=CN(C=N1)CC(O)(P(=O)(O)O)P(=O)(O)O. Synergy scores: CSS=-2.43, Synergy_ZIP=-0.399, Synergy_Bliss=-3.41, Synergy_Loewe=-5.37, Synergy_HSA=-5.91. Cell line: OVCAR-8.